From a dataset of Reaction yield outcomes from USPTO patents with 853,638 reactions. Predict the reaction yield, written as a fraction of the theoretical maximum amount of product (1.0 means a 100% yield; for example, 0.34 means a 34% yield). The reactants are [F:1][C:2]([F:16])([CH3:15])[CH2:3][O:4][C:5]1[N:10]=[CH:9][C:8]([C:11](=O)[CH3:12])=[CH:7][C:6]=1[CH3:14].[CH3:17][C:18]([S@:21]([NH2:23])=[O:22])([CH3:20])[CH3:19]. No catalyst specified. The product is [F:1][C:2]([F:16])([CH3:15])[CH2:3][O:4][C:5]1[N:10]=[CH:9][C:8]([CH:11]([NH:23][S@@:21]([C:18]([CH3:20])([CH3:19])[CH3:17])=[O:22])[CH3:12])=[CH:7][C:6]=1[CH3:14]. The yield is 0.610.